This data is from Full USPTO retrosynthesis dataset with 1.9M reactions from patents (1976-2016). The task is: Predict the reactants needed to synthesize the given product. (1) Given the product [Cl:17][C:18]1[C:23]([N:1]2[CH2:5][CH2:4][CH:3]([C:6]3[NH:10][C:9]4[CH:11]=[CH:12][C:13]([C:15]#[N:16])=[CH:14][C:8]=4[N:7]=3)[CH2:2]2)=[N:22][CH:21]=[CH:20][N:19]=1, predict the reactants needed to synthesize it. The reactants are: [NH:1]1[CH2:5][CH2:4][CH:3]([C:6]2[NH:10][C:9]3[CH:11]=[CH:12][C:13]([C:15]#[N:16])=[CH:14][C:8]=3[N:7]=2)[CH2:2]1.[Cl:17][C:18]1[C:23](Cl)=[N:22][CH:21]=[CH:20][N:19]=1.C([O-])([O-])=O.[K+].[K+]. (2) Given the product [ClH:31].[CH2:6]([NH:3][C@H:4]1[CH2:5][C@H:13]([CH3:14])[S:12](=[O:17])(=[O:16])[C:11]2[S:18][CH:19]=[CH:20][C:10]1=2)[CH3:7], predict the reactants needed to synthesize it. The reactants are: C([N:3]([CH2:6][CH3:7])[CH2:4][CH3:5])C.O[C@@H]1[CH2:14][C@H:13](C)[S:12](=[O:17])(=[O:16])[C:11]2[S:18][CH:19]=[CH:20][C:10]1=2.C(S([Cl:31])(=O)=O)C1C=CC=CC=1. (3) Given the product [CH3:1][C:2]1[CH:7]=[C:6]([C:8]2[S:12][C:11]([C:35]3([OH:38])[CH2:36][CH2:37][S:32][CH2:33][CH2:34]3)=[N:10][CH:9]=2)[CH:5]=[C:4]([NH:13][C:14]2[N:19]=[C:18]([C:20]([F:21])([F:23])[F:22])[CH:17]=[CH:16][N:15]=2)[CH:3]=1, predict the reactants needed to synthesize it. The reactants are: [CH3:1][C:2]1[CH:3]=[C:4]([NH:13][C:14]2[N:19]=[C:18]([C:20]([F:23])([F:22])[F:21])[CH:17]=[CH:16][N:15]=2)[CH:5]=[C:6]([C:8]2[S:12][CH:11]=[N:10][CH:9]=2)[CH:7]=1.C([N-]C(C)C)(C)C.[Li+].[S:32]1[CH2:37][CH2:36][C:35](=[O:38])[CH2:34][CH2:33]1. (4) The reactants are: [Cl:1][C:2]1[C:7]([S:8]([N:11]=[CH:12][N:13]([CH3:15])[CH3:14])(=[O:10])=[O:9])=[CH:6][C:5]([CH2:16][NH:17][CH:18]2[CH2:23][CH:22]([CH3:24])[CH2:21][C:20]([CH3:26])([CH3:25])[CH2:19]2)=[CH:4][CH:3]=1.[CH3:27][S:28](Cl)(=[O:30])=[O:29].N1C=CC=CC=1. Given the product [Cl:1][C:2]1[C:7]([S:8]([N:11]=[CH:12][N:13]([CH3:15])[CH3:14])(=[O:10])=[O:9])=[CH:6][C:5]([CH2:16][N:17]([CH:18]2[CH2:23][CH:22]([CH3:24])[CH2:21][C:20]([CH3:25])([CH3:26])[CH2:19]2)[S:28]([CH3:27])(=[O:30])=[O:29])=[CH:4][CH:3]=1, predict the reactants needed to synthesize it. (5) Given the product [C:1]([N:4]1[C:12]2[C:7](=[CH:8][CH:9]=[C:10]([C:13]#[N:14])[CH:11]=2)[C:6](=[C:21]([OH:22])[C:20]2[CH:24]=[CH:25][C:26]([O:27][CH3:28])=[C:18]([O:17][CH3:16])[CH:19]=2)[C:5]1=[O:15])(=[O:3])[CH3:2], predict the reactants needed to synthesize it. The reactants are: [C:1]([N:4]1[C:12]2[C:7](=[CH:8][CH:9]=[C:10]([C:13]#[N:14])[CH:11]=2)[CH2:6][C:5]1=[O:15])(=[O:3])[CH3:2].[CH3:16][O:17][C:18]1[CH:19]=[C:20]([CH:24]=[CH:25][C:26]=1[O:27][CH3:28])[C:21](O)=[O:22]. (6) Given the product [C:43]1([O:42][C:40]([N:1]2[CH2:2][CH2:3][CH:4]([CH2:7][N:8]3[CH2:9][CH2:10][CH:11]([CH2:14][NH:15][C:16]([C:18]4[C:26]5[N:25]=[C:24]([CH:27]([CH3:29])[CH3:28])[NH:23][C:22]=5[CH:21]=[CH:20][CH:19]=4)=[O:17])[CH2:12][CH2:13]3)[CH2:5][CH2:6]2)=[O:41])[CH:48]=[CH:47][CH:46]=[CH:45][CH:44]=1, predict the reactants needed to synthesize it. The reactants are: [NH:1]1[CH2:6][CH2:5][CH:4]([CH2:7][N:8]2[CH2:13][CH2:12][CH:11]([CH2:14][NH:15][C:16]([C:18]3[C:26]4[N:25]=[C:24]([CH:27]([CH3:29])[CH3:28])[NH:23][C:22]=4[CH:21]=[CH:20][CH:19]=3)=[O:17])[CH2:10][CH2:9]2)[CH2:3][CH2:2]1.C(N(CC)C(C)C)(C)C.Cl[C:40]([O:42][C:43]1[CH:48]=[CH:47][CH:46]=[CH:45][CH:44]=1)=[O:41]. (7) Given the product [NH2:30][CH2:29][C:27]1[CH:26]=[CH:25][C:18]2[N:19]([CH2:20][CH2:21][CH:22]([CH3:23])[CH3:24])[C:15]([CH2:14][N:6]3[C:7]4[C:12](=[CH:11][CH:10]=[CH:9][CH:8]=4)[CH2:13][N:4]([CH:1]4[CH2:2][CH2:3]4)[C:5]3=[O:38])=[N:16][C:17]=2[CH:28]=1, predict the reactants needed to synthesize it. The reactants are: [CH:1]1([N:4]2[CH2:13][C:12]3[C:7](=[CH:8][CH:9]=[CH:10][CH:11]=3)[N:6]([CH2:14][C:15]3[N:19]([CH2:20][CH2:21][CH:22]([CH3:24])[CH3:23])[C:18]4[CH:25]=[CH:26][C:27]([CH2:29][NH:30]C(=O)OC(C)(C)C)=[CH:28][C:17]=4[N:16]=3)[C:5]2=[O:38])[CH2:3][CH2:2]1.Cl. (8) The reactants are: [N:1]1[C:9]([NH:10][C@H:11]([C:13]2[N:14]([C:26]3[CH:31]=[CH:30][CH:29]=[CH:28][CH:27]=3)[C:15](=[O:25])[C:16]3[C:21]([CH:22]=2)=[CH:20][CH:19]=[CH:18][C:17]=3[CH:23]=O)[CH3:12])=[C:8]2[C:4]([NH:5][CH:6]=[N:7]2)=[N:3][CH:2]=1.Cl.[NH2:33]O. Given the product [N:1]1[C:9]([NH:10][C@H:11]([C:13]2[N:14]([C:26]3[CH:31]=[CH:30][CH:29]=[CH:28][CH:27]=3)[C:15](=[O:25])[C:16]3[C:21]([CH:22]=2)=[CH:20][CH:19]=[CH:18][C:17]=3[C:23]#[N:33])[CH3:12])=[C:8]2[C:4]([NH:5][CH:6]=[N:7]2)=[N:3][CH:2]=1, predict the reactants needed to synthesize it.